Dataset: hERG Central: cardiac toxicity at 1µM, 10µM, and general inhibition. Task: Predict hERG channel inhibition at various concentrations. (1) The molecule is CC1CN(C(=O)CCC(=O)NCCCN2CCC(Cc3ccccc3)CC2)c2cc(Cl)ccc2O1. Results: hERG_inhib (hERG inhibition (general)): blocker. (2) The drug is Cc1ccc(CNC(=O)C2CCCN(Cc3cnn(-c4ccccc4)c3-n3cccc3)C2)cc1. Results: hERG_inhib (hERG inhibition (general)): blocker. (3) The drug is CCCCCCOC(=O)C[N+](C)(C)CCOC1CC2CCC1(C)C2(C)C.[Cl-]. Results: hERG_inhib (hERG inhibition (general)): blocker. (4) The drug is CC(=O)N[C@@H](C)c1nc2ccccc2n1CCCN1CCN(c2nc(-c3ccc(C)cc3)cs2)CC1. Results: hERG_inhib (hERG inhibition (general)): blocker. (5) The compound is CC1CCN(CCOCCOc2ccc(Br)cc2Cl)CC1.O=C(O)C(=O)O. Results: hERG_inhib (hERG inhibition (general)): blocker. (6) Results: hERG_inhib (hERG inhibition (general)): blocker. The molecule is O=C(NCCN1CCN(c2ccccc2)CC1)C1(S(=O)(=O)c2ccc(Cl)cc2)CC1.